From a dataset of Forward reaction prediction with 1.9M reactions from USPTO patents (1976-2016). Predict the product of the given reaction. (1) Given the reactants [OH:1][C:2]1[CH:10]=[C:9]2[C:5]([C:6]([N:11]3[C:19](=[O:20])[C:18]4[C:13](=[CH:14][CH:15]=[CH:16][CH:17]=4)[C:12]3=[O:21])=[N:7][NH:8]2)=[CH:4][CH:3]=1.[Si:22](Cl)([C:25]([CH3:28])([CH3:27])[CH3:26])([CH3:24])[CH3:23].N12CCCN=C1CCCCC2, predict the reaction product. The product is: [Si:22]([O:1][C:2]1[CH:10]=[C:9]2[C:5]([C:6]([N:11]3[C:19](=[O:20])[C:18]4[C:13](=[CH:14][CH:15]=[CH:16][CH:17]=4)[C:12]3=[O:21])=[N:7][NH:8]2)=[CH:4][CH:3]=1)([C:25]([CH3:28])([CH3:27])[CH3:26])([CH3:24])[CH3:23]. (2) Given the reactants [C:1]1([CH2:7][C:8]([NH:10][C@@H:11]2[C:39](=[O:40])[N:13]3[C:14]([C:23]([O:25][CH:26]([C:33]4[CH:38]=[CH:37][CH:36]=[CH:35][CH:34]=4)[C:27]4[CH:32]=[CH:31][CH:30]=[CH:29][CH:28]=4)=[O:24])=[C:15](OS(C)(=O)=O)[CH2:16][S:17][C@H:12]23)=[O:9])[CH:6]=[CH:5][CH:4]=[CH:3][CH:2]=1.[Na].[N:42]1[CH:47]=[CH:46][C:45]([C:48]2[N:49]=[C:50]([SH:53])[S:51][CH:52]=2)=[CH:44][CH:43]=1.C(O)(=O)C, predict the reaction product. The product is: [C:1]1([CH2:7][C:8]([NH:10][C@@H:11]2[C:39](=[O:40])[N:13]3[C:14]([C:23]([O:25][CH:26]([C:27]4[CH:28]=[CH:29][CH:30]=[CH:31][CH:32]=4)[C:33]4[CH:34]=[CH:35][CH:36]=[CH:37][CH:38]=4)=[O:24])=[C:15]([S:53][C:50]4[S:51][CH:52]=[C:48]([C:45]5[CH:46]=[CH:47][N:42]=[CH:43][CH:44]=5)[N:49]=4)[CH2:16][S:17][C@H:12]23)=[O:9])[CH:6]=[CH:5][CH:4]=[CH:3][CH:2]=1. (3) Given the reactants [CH3:1][C:2]1[CH2:7][CH2:6][CH2:5][C:4]([CH3:9])([CH3:8])[C:3]=1/[CH:10]=[CH:11]/[C:12](/[CH3:21])=[CH:13]/[CH:14]=[CH:15]/[C:16](/[CH3:20])=[CH:17]/[CH:18]=[O:19].CC1CCCC(C)(C)C=1/C=C/C(/C)=C/C=C\C(\C)=C\C=O, predict the reaction product. The product is: [CH3:1][C:2]1[CH2:7][CH2:6][CH2:5][C:4]([CH3:8])([CH3:9])[C:3]=1/[CH:10]=[CH:11]/[C:12](/[CH3:21])=[CH:13]/[CH:14]=[CH:15]\[C:16](\[CH3:20])=[CH:17]\[CH2:18][OH:19]. (4) Given the reactants [CH3:1][S:2]([N:5]1[CH2:10][CH2:9][NH:8][CH2:7][CH2:6]1)(=[O:4])=[O:3].CO[C:13](=[O:22])[C:14]1[CH:19]=[CH:18][CH:17]=[C:16]([CH2:20]Br)[CH:15]=1.[Cl:23][C:24]1[CH:29]=[CH:28][C:27]([C@@H:30]2[C@:32]3([C:40]4[C:35](=[CH:36][CH:37]=[CH:38][CH:39]=4)[NH:34][C:33]3=[O:41])[CH2:31]2)=[CH:26][CH:25]=1, predict the reaction product. The product is: [Cl:23][C:24]1[CH:25]=[CH:26][C:27]([C@@H:30]2[C@:32]3([C:40]4[C:35](=[CH:36][CH:37]=[CH:38][CH:39]=4)[N:34]([CH2:20][C:16]4[CH:17]=[CH:18][CH:19]=[C:14]([C:13]([N:8]5[CH2:9][CH2:10][N:5]([S:2]([CH3:1])(=[O:4])=[O:3])[CH2:6][CH2:7]5)=[O:22])[CH:15]=4)[C:33]3=[O:41])[CH2:31]2)=[CH:28][CH:29]=1. (5) Given the reactants [CH3:1][N:2](C(ON1N=NC2C=CC=NC1=2)=[N+](C)C)C.F[P-](F)(F)(F)(F)F.[Cl:25][C:26]1[N:27]=[CH:28][C:29]2[C:34]([CH:35]=1)=[CH:33][C:32]([C:36]([OH:38])=O)=[CH:31][CH:30]=2.CCN(C(C)C)C(C)C.Cl.CN, predict the reaction product. The product is: [Cl:25][C:26]1[N:27]=[CH:28][C:29]2[C:34]([CH:35]=1)=[CH:33][C:32]([C:36]([NH:2][CH3:1])=[O:38])=[CH:31][CH:30]=2. (6) Given the reactants [H-].[Na+].[O:3]1[CH2:7][CH2:6][CH2:5][CH2:4]1.C(O)CCC.[C:13]([C:15]1[CH:22]=[CH:21][C:18]([CH2:19]Br)=[CH:17][CH:16]=1)#[N:14], predict the reaction product. The product is: [CH2:7]([O:3][CH2:19][C:18]1[CH:21]=[CH:22][C:15]([C:13]#[N:14])=[CH:16][CH:17]=1)[CH2:6][CH2:5][CH3:4]. (7) Given the reactants [F-].C([N+](CCCC)(CCCC)CCCC)CCC.[Cl:19][C:20]1[CH:21]=[CH:22][C:23]([C:52]([F:55])([F:54])[F:53])=[C:24]([CH:51]=1)[CH2:25][N:26]1[CH2:31][CH2:30][NH:29][C:28]2[N:32]=[CH:33][C:34]([C:36]3[CH:40]=[CH:39][N:38]([Si](C(C)C)(C(C)C)C(C)C)[CH:37]=3)=[CH:35][C:27]1=2, predict the reaction product. The product is: [Cl:19][C:20]1[CH:21]=[CH:22][C:23]([C:52]([F:55])([F:53])[F:54])=[C:24]([CH:51]=1)[CH2:25][N:26]1[CH2:31][CH2:30][NH:29][C:28]2[N:32]=[CH:33][C:34]([C:36]3[CH:40]=[CH:39][NH:38][CH:37]=3)=[CH:35][C:27]1=2. (8) Given the reactants Cl.[F:2][C:3]1[C:13]([F:14])=[C:7]([C:8]([O:10]CC)=O)[C:6]([NH2:15])=[CH:5][CH:4]=1.Cl.[C:17]([C:19]([O:21][CH2:22][CH3:23])=[O:20])#[N:18].C(O)C, predict the reaction product. The product is: [F:14][C:13]1[C:3]([F:2])=[CH:4][CH:5]=[C:6]2[C:7]=1[C:8](=[O:10])[NH:18][C:17]([C:19]([O:21][CH2:22][CH3:23])=[O:20])=[N:15]2. (9) Given the reactants [BH-](OC(C)=O)(OC(C)=O)OC(C)=O.[Na+].[C:15]1([CH:21]([NH:23][CH:24]([CH3:32])[CH2:25][CH2:26][C:27]([O:29][CH2:30][CH3:31])=[O:28])[CH3:22])[CH:20]=[CH:19][CH:18]=[CH:17][CH:16]=1.[CH2:33]([O:35][C:36](=[O:39])[CH:37]=O)[CH3:34], predict the reaction product. The product is: [CH2:33]([O:35][C:36](=[O:39])[CH2:37][N:23]([CH:21]([C:15]1[CH:20]=[CH:19][CH:18]=[CH:17][CH:16]=1)[CH3:22])[CH:24]([CH3:32])[CH2:25][CH2:26][C:27]([O:29][CH2:30][CH3:31])=[O:28])[CH3:34]. (10) The product is: [NH2:1][C:2]1[C:3]([C:7](=[N:8][OH:9])[NH:15][CH2:14][CH2:13][O:12][CH3:11])=[N:4][O:5][N:6]=1. Given the reactants [NH2:1][C:2]1[C:3]([C:7](Cl)=[N:8][OH:9])=[N:4][O:5][N:6]=1.[CH3:11][O:12][CH2:13][CH2:14][NH2:15].C(N(CC)CC)C, predict the reaction product.